Dataset: Catalyst prediction with 721,799 reactions and 888 catalyst types from USPTO. Task: Predict which catalyst facilitates the given reaction. (1) Reactant: [C:1]([O:5][C:6]([N:8]1[C:16]2[C:11](=[CH:12][C:13]([N+:17]([O-])=O)=[CH:14][CH:15]=2)[CH:10]=[N:9]1)=[O:7])([CH3:4])([CH3:3])[CH3:2].CCO[C:23]([CH3:25])=O. Product: [C:1]([O:5][C:6]([N:8]1[C:16]2[C:11](=[CH:12][C:13]([NH:17][CH:25]3[CH2:23][CH2:15][CH2:16][NH:8][CH2:6]3)=[CH:14][CH:15]=2)[CH:10]=[N:9]1)=[O:7])([CH3:4])([CH3:3])[CH3:2]. The catalyst class is: 123. (2) Reactant: C(O[C:6]([N:8]1[C:16]2[C:11](=[CH:12][C:13]([F:17])=[CH:14][CH:15]=2)[CH:10]=[C:9]1B(O)O)=[O:7])(C)(C)C.[Cl:21][C:22]1[N:27]=[C:26](I)[C:25]([NH2:29])=[CH:24][CH:23]=1.C([O-])([O-])=O.[Cs+].[Cs+]. Product: [Cl:21][C:22]1[CH:23]=[CH:24][C:25]2[NH:29][C:6](=[O:7])[N:8]3[C:16]4[CH:15]=[CH:14][C:13]([F:17])=[CH:12][C:11]=4[CH:10]=[C:9]3[C:26]=2[N:27]=1. The catalyst class is: 12. (3) Reactant: OC(C(F)(F)F)=O.[CH3:8][N:9]1[CH:13]([C:14]([OH:16])=O)[CH2:12][N:11]([C:17]2[N:22]=[CH:21][CH:20]=[CH:19][N:18]=2)[C:10]1=[O:23].O.ON1C2C=CC=CC=2N=N1.Cl.C(N=C=NCCCN(C)C)C.C(N1CCOCC1)C.[Cl:55][C:56]1[CH:61]=[C:60]([Cl:62])[CH:59]=[CH:58][C:57]=1[CH2:63][NH2:64]. Product: [Cl:55][C:56]1[CH:61]=[C:60]([Cl:62])[CH:59]=[CH:58][C:57]=1[CH2:63][NH:64][C:14]([CH:13]1[CH2:12][N:11]([C:17]2[N:22]=[CH:21][CH:20]=[CH:19][N:18]=2)[C:10](=[O:23])[N:9]1[CH3:8])=[O:16]. The catalyst class is: 4. (4) Product: [NH2:1][C:2]1[CH:7]=[CH:6][CH:5]=[C:4]([C:8]2[CH:13]=[CH:12][CH:11]=[CH:10][CH:9]=2)[C:3]=1[C:14]([NH2:15])=[O:16]. The catalyst class is: 8. Reactant: [NH2:1][C:2]1[CH:7]=[CH:6][CH:5]=[C:4]([C:8]2[CH:13]=[CH:12][CH:11]=[CH:10][CH:9]=2)[C:3]=1[C:14]#[N:15].[OH-:16].[Na+].